Predict the reaction yield, written as a fraction of the theoretical maximum amount of product (1.0 means a 100% yield; for example, 0.34 means a 34% yield). From a dataset of Reaction yield outcomes from USPTO patents with 853,638 reactions. The reactants are C([NH:4][CH2:5][C@H:6]([C:8]1[CH:9]=[CH:10][CH:11]=[C:12]2[C:17]=1[N:16]=[CH:15][CH:14]=[C:13]2[C:18]([NH:20][CH3:21])=[O:19])[CH3:7])(=O)C.[ClH:22].[OH-].[Na+].Cl.CC(O)C.Cl.NC[C@H](C1C=CC=C2C=1N=CC=C2C(NC)=O)C. The catalyst is CCOC(C)=O. The product is [ClH:22].[ClH:22].[NH2:4][CH2:5][C@H:6]([C:8]1[CH:9]=[CH:10][CH:11]=[C:12]2[C:17]=1[N:16]=[CH:15][CH:14]=[C:13]2[C:18]([NH:20][CH3:21])=[O:19])[CH3:7]. The yield is 0.610.